Dataset: Forward reaction prediction with 1.9M reactions from USPTO patents (1976-2016). Task: Predict the product of the given reaction. (1) The product is: [O:15]1[CH2:4][CH2:5][CH:1]([C:6]2[CH:7]=[N:8][N:9]3[CH2:14][CH2:13][NH:12][CH2:11][C:10]=23)[CH2:2]1. Given the reactants [CH:1]1([C:6]2[CH:7]=[N:8][N:9]3[CH2:14][CH2:13][NH:12][CH2:11][C:10]=23)[CH2:5][CH2:4]C[CH2:2]1.[O:15]1CC=C(B2OC(C)(C)C(C)(C)O2)C1, predict the reaction product. (2) Given the reactants C1(P(C2C=CC=CC=2)CCP(C2C=CC=CC=2)C2C=CC=CC=2)C=CC=CC=1.[CH3:29][C:30]1([CH3:37])[C:34]([CH3:36])([CH3:35])[O:33][BH:32][O:31]1.[C:38]([NH:41][C:42]([CH:54]1[CH2:59][CH2:58][N:57]([C:60]([O:62][CH2:63][C:64]2[CH:69]=[CH:68][CH:67]=[CH:66][CH:65]=2)=[O:61])[CH2:56][CH2:55]1)([CH2:50][CH2:51][CH:52]=[CH2:53])[C:43]([NH:45][C:46]([CH3:49])([CH3:48])[CH3:47])=[O:44])(=[O:40])[CH3:39], predict the reaction product. The product is: [C:38]([NH:41][C:42]([CH:54]1[CH2:55][CH2:56][N:57]([C:60]([O:62][CH2:63][C:64]2[CH:69]=[CH:68][CH:67]=[CH:66][CH:65]=2)=[O:61])[CH2:58][CH2:59]1)([CH2:50][CH2:51][CH2:52][CH2:53][B:32]1[O:33][C:34]([CH3:36])([CH3:35])[C:30]([CH3:37])([CH3:29])[O:31]1)[C:43]([NH:45][C:46]([CH3:49])([CH3:47])[CH3:48])=[O:44])(=[O:40])[CH3:39]. (3) Given the reactants [CH2:1]([O:3][C:4]([C:6]1[O:14][C:13]2[C:12]([F:15])=[CH:11][N:10]=[CH:9][C:8]=2[C:7]=1[OH:16])=[O:5])[CH3:2].N1C=CC=CC=1.[F:23][C:24]([F:37])([F:36])[S:25](O[S:25]([C:24]([F:37])([F:36])[F:23])(=[O:27])=[O:26])(=[O:27])=[O:26], predict the reaction product. The product is: [CH2:1]([O:3][C:4]([C:6]1[O:14][C:13]2[C:12]([F:15])=[CH:11][N:10]=[CH:9][C:8]=2[C:7]=1[O:16][S:25]([C:24]([F:37])([F:36])[F:23])(=[O:27])=[O:26])=[O:5])[CH3:2]. (4) Given the reactants Br[CH2:2][CH2:3][CH2:4][CH2:5][CH2:6][CH2:7][CH2:8][CH2:9][CH2:10][CH2:11][C:12]([OH:14])=[O:13].[I-:15].[Na+].CC(C)=O, predict the reaction product. The product is: [I:15][CH2:2][CH2:3][CH2:4][CH2:5][CH2:6][CH2:7][CH2:8][CH2:9][CH2:10][CH2:11][C:12]([OH:14])=[O:13].